This data is from Catalyst prediction with 721,799 reactions and 888 catalyst types from USPTO. The task is: Predict which catalyst facilitates the given reaction. (1) Reactant: [NH2:1][C:2]1[CH:3]=[CH:4][C:5]([F:11])=[C:6]([C:8](=[O:10])[CH3:9])[CH:7]=1.Br[CH2:13][CH2:14][O:15][CH2:16][CH2:17]Br.CCN(C(C)C)C(C)C. Product: [F:11][C:5]1[CH:4]=[CH:3][C:2]([N:1]2[CH2:17][CH2:16][O:15][CH2:14][CH2:13]2)=[CH:7][C:6]=1[C:8](=[O:10])[CH3:9]. The catalyst class is: 11. (2) Reactant: FC(F)(F)C(O)=O.[Cl:8][C:9]1[CH:14]=[C:13]([Cl:15])[CH:12]=[CH:11][C:10]=1[C@H:16]([N:18]1[C:22]2[CH:23]=[C:24]([N:27]3[CH2:32][CH2:31][N:30]([C:33]([C@H:35]4[CH2:39][CH2:38][CH2:37][N:36]4C(OC(C)(C)C)=O)=[O:34])[CH2:29][CH2:28]3)[CH:25]=[CH:26][C:21]=2[N:20]=[CH:19]1)[CH3:17]. Product: [Cl:8][C:9]1[CH:14]=[C:13]([Cl:15])[CH:12]=[CH:11][C:10]=1[C@H:16]([N:18]1[C:22]2[CH:23]=[C:24]([N:27]3[CH2:28][CH2:29][N:30]([C:33]([C@H:35]4[CH2:39][CH2:38][CH2:37][NH:36]4)=[O:34])[CH2:31][CH2:32]3)[CH:25]=[CH:26][C:21]=2[N:20]=[CH:19]1)[CH3:17]. The catalyst class is: 4.